Dataset: Forward reaction prediction with 1.9M reactions from USPTO patents (1976-2016). Task: Predict the product of the given reaction. Given the reactants [Cl:1][C:2]1[CH:7]=[CH:6][C:5]([NH:8][C:9](=[O:19])[C:10]2[CH:15]=[CH:14][C:13]([C:16]#[N:17])=[CH:12][C:11]=2[F:18])=[C:4]([N:20]2[CH2:25][CH2:24][N:23]([CH2:26][CH2:27][C:28]([F:31])([F:30])[F:29])[CH2:22][CH2:21]2)[CH:3]=1.[BH4-].[Na+], predict the reaction product. The product is: [NH2:17][CH2:16][C:13]1[CH:14]=[CH:15][C:10]([C:9]([NH:8][C:5]2[CH:6]=[CH:7][C:2]([Cl:1])=[CH:3][C:4]=2[N:20]2[CH2:21][CH2:22][N:23]([CH2:26][CH2:27][C:28]([F:29])([F:31])[F:30])[CH2:24][CH2:25]2)=[O:19])=[C:11]([F:18])[CH:12]=1.